Dataset: Forward reaction prediction with 1.9M reactions from USPTO patents (1976-2016). Task: Predict the product of the given reaction. Given the reactants [O:1]1[C:10]2[CH:9]=[C:8]([CH2:11][N:12]([CH:20]3[CH2:25][CH2:24][N:23]([CH2:26][CH2:27][N:28]4[C:33](=[O:34])[CH:32]=[N:31][C:30]5[CH:35]=[CH:36][C:37]([F:39])=[N:38][C:29]4=5)[CH2:22][CH2:21]3)C(=O)OC(C)(C)C)[N:7]=[CH:6][C:5]=2[O:4][CH2:3][CH2:2]1.[ClH:40].C(OCC)(=O)C, predict the reaction product. The product is: [ClH:40].[O:1]1[C:10]2[CH:9]=[C:8]([CH2:11][NH:12][CH:20]3[CH2:25][CH2:24][N:23]([CH2:26][CH2:27][N:28]4[C:33](=[O:34])[CH:32]=[N:31][C:30]5[CH:35]=[CH:36][C:37]([F:39])=[N:38][C:29]4=5)[CH2:22][CH2:21]3)[N:7]=[CH:6][C:5]=2[O:4][CH2:3][CH2:2]1.